This data is from Reaction yield outcomes from USPTO patents with 853,638 reactions. The task is: Predict the reaction yield, written as a fraction of the theoretical maximum amount of product (1.0 means a 100% yield; for example, 0.34 means a 34% yield). (1) The reactants are Br[C:2]1[CH:3]=[C:4]([C:9]2[CH:14]=[C:13]([Cl:15])[N:12]=[CH:11][C:10]=2[NH2:16])[C:5]([F:8])=[N:6][CH:7]=1.[B:17]1([B:17]2[O:21][C:20]([CH3:23])([CH3:22])[C:19]([CH3:25])([CH3:24])[O:18]2)[O:21][C:20]([CH3:23])([CH3:22])[C:19]([CH3:25])([CH3:24])[O:18]1.C([O-])(=O)C.[K+]. The catalyst is O1CCOCC1.CS(C)=O.C(OCC)(=O)C. The product is [Cl:15][C:13]1[N:12]=[CH:11][C:10]([NH2:16])=[C:9]([C:4]2[C:5]([F:8])=[N:6][CH:7]=[C:2]([B:17]3[O:21][C:20]([CH3:23])([CH3:22])[C:19]([CH3:25])([CH3:24])[O:18]3)[CH:3]=2)[CH:14]=1. The yield is 0.320. (2) The reactants are [CH:1]([C:3]1[CH:4]=[C:5]2[C:10](=[CH:11][CH:12]=1)[CH:9]([C:13]([O:15][CH2:16][CH3:17])=[O:14])[N:8]([C:18]([O:20][C:21]([CH3:24])([CH3:23])[CH3:22])=[O:19])[CH2:7][CH2:6]2)=[O:2].[BH4-].[Na+].[Cl-].[NH4+]. The catalyst is CO. The yield is 0.900. The product is [OH:2][CH2:1][C:3]1[CH:4]=[C:5]2[C:10](=[CH:11][CH:12]=1)[CH:9]([C:13]([O:15][CH2:16][CH3:17])=[O:14])[N:8]([C:18]([O:20][C:21]([CH3:22])([CH3:24])[CH3:23])=[O:19])[CH2:7][CH2:6]2. (3) The reactants are [C:1]([O:5][C:6]([N:8]1[CH2:12][CH2:11][C@H:10]([NH:13][CH:14]2[CH2:19][CH2:18][N:17]([CH3:20])[CH2:16][CH2:15]2)[CH2:9]1)=[O:7])([CH3:4])([CH3:3])[CH3:2].[CH2:21]=O. The catalyst is C1COCC1. The product is [C:1]([O:5][C:6]([N:8]1[CH2:12][CH2:11][C@H:10]([N:13]([CH3:21])[CH:14]2[CH2:19][CH2:18][N:17]([CH3:20])[CH2:16][CH2:15]2)[CH2:9]1)=[O:7])([CH3:4])([CH3:3])[CH3:2]. The yield is 0.990. (4) The catalyst is CN(C=O)C. The reactants are [Cl:1][C:2]1[CH:7]=[CH:6][CH:5]=[CH:4][C:3]=1[N:8]1[C:12]([C:13]2[N:14]=[C:15]3[C:21]4[CH:22]=[CH:23][C:24]([C:26]([OH:28])=O)=[CH:25][C:20]=4[O:19][CH2:18][CH2:17][N:16]3[CH:29]=2)=[N:11][CH:10]=[N:9]1.[Cl-].[NH4+].C[N:33](C(ON1N=NC2C=CC=NC1=2)=[N+](C)C)C.F[P-](F)(F)(F)(F)F.C(N(C(C)C)CC)(C)C. The yield is 0.510. The product is [Cl:1][C:2]1[CH:7]=[CH:6][CH:5]=[CH:4][C:3]=1[N:8]1[C:12]([C:13]2[N:14]=[C:15]3[C:21]4[CH:22]=[CH:23][C:24]([C:26]([NH2:33])=[O:28])=[CH:25][C:20]=4[O:19][CH2:18][CH2:17][N:16]3[CH:29]=2)=[N:11][CH:10]=[N:9]1. (5) The reactants are C1(P(C2C=CC=CC=2)C2C=CC=CC=2)C=CC=CC=1.[Br:20]Br.[CH3:22][O:23][C:24]1[CH:29]=[CH:28][C:27](/[CH:30]=[CH:31]/[CH2:32]O)=[C:26]([N+:34]([O-:36])=[O:35])[CH:25]=1.N1C=CC=CC=1. The catalyst is C(Cl)Cl. The product is [Br:20][CH2:32][CH:31]=[CH:30][C:27]1[CH:28]=[CH:29][C:24]([O:23][CH3:22])=[CH:25][C:26]=1[N+:34]([O-:36])=[O:35]. The yield is 0.530. (6) The reactants are [NH2:1][C:2]1[C:10]2[C:5](=[CH:6][CH:7]=[CH:8][C:9]=2[F:11])[C:4]([C:24]2[CH:25]=[C:26]([CH3:34])[C:27]([O:32][CH3:33])=[C:28]([CH2:30]O)[CH:29]=2)([C:12]2[CH:17]=[CH:16][CH:15]=[C:14]([C:18]3[CH:19]=[N:20][CH:21]=[N:22][CH:23]=3)[CH:13]=2)[N:3]=1.[BrH:35].C([O-])([O-])=O.[Na+].[Na+]. The catalyst is C(Cl)Cl. The product is [Br:35][CH2:30][C:28]1[CH:29]=[C:24]([C:4]2([C:12]3[CH:17]=[CH:16][CH:15]=[C:14]([C:18]4[CH:23]=[N:22][CH:21]=[N:20][CH:19]=4)[CH:13]=3)[C:5]3[C:10](=[C:9]([F:11])[CH:8]=[CH:7][CH:6]=3)[C:2]([NH2:1])=[N:3]2)[CH:25]=[C:26]([CH3:34])[C:27]=1[O:32][CH3:33]. The yield is 0.650.